Dataset: Catalyst prediction with 721,799 reactions and 888 catalyst types from USPTO. Task: Predict which catalyst facilitates the given reaction. Reactant: [H-].C([Al+]CC(C)C)C(C)C.C1(C)C=CC=CC=1.[CH3:18][C:19](=[N:30][O:31][C:32]1[CH:37]=[CH:36][CH:35]=[CH:34][C:33]=1[C:38](=[N:43][O:44][CH3:45])[C:39](OC)=[O:40])[C:20]1[CH:25]=[CH:24][CH:23]=[C:22]([C:26]([F:29])([F:28])[F:27])[CH:21]=1.ClCCl. Product: [CH3:18][C:19](=[N:30][O:31][C:32]1[CH:37]=[CH:36][CH:35]=[CH:34][C:33]=1[C:38](=[N:43][O:44][CH3:45])[CH:39]=[O:40])[C:20]1[CH:25]=[CH:24][CH:23]=[C:22]([C:26]([F:28])([F:29])[F:27])[CH:21]=1. The catalyst class is: 5.